Dataset: Reaction yield outcomes from USPTO patents with 853,638 reactions. Task: Predict the reaction yield, written as a fraction of the theoretical maximum amount of product (1.0 means a 100% yield; for example, 0.34 means a 34% yield). (1) The yield is 0.660. The reactants are O[C@@H:2]1[CH2:7][CH2:6][CH2:5][CH2:4][C@@H:3]1[NH:8][C:9](=[O:15])[O:10]C(C)(C)C.[H-].[Na+].[NH4+].[Cl-]. The product is [O:15]1[C@@H:2]2[CH2:7][CH2:6][CH2:5][CH2:4][C@@H:3]2[NH:8][C:9]1=[O:10]. The catalyst is C1COCC1. (2) The reactants are [CH3:1][N:2]1[C:7](=[O:8])[C:6]([NH:9][C:10]2[CH:15]=[CH:14][C:13]([N:16]3[CH2:21][CH2:20][N:19]([CH:22]4[CH2:25][O:24][CH2:23]4)[CH2:18][CH:17]3[CH3:26])=[CH:12][N:11]=2)=[CH:5][C:4]([C:27]2[C:32]([CH:33]=[O:34])=[C:31]([N:35]3[CH2:46][C:45]4[N:44]5[C:39]([CH2:40][CH2:41][CH2:42][CH2:43]5)=[CH:38][C:37]=4[C:36]3=O)[N:30]=[CH:29][CH:28]=2)=[CH:3]1.[BH4-].[Na+].C[OH:51]. No catalyst specified. The product is [OH:34][CH2:33][C:32]1[C:31]([N:35]2[C:46](=[O:51])[C:45]3[N:44]4[C:39]([CH2:40][CH2:41][CH2:42][CH2:43]4)=[CH:38][C:37]=3[CH2:36]2)=[N:30][CH:29]=[CH:28][C:27]=1[C:4]1[CH:5]=[C:6]([NH:9][C:10]2[CH:15]=[CH:14][C:13]([N:16]3[CH2:21][CH2:20][N:19]([CH:22]4[CH2:23][O:24][CH2:25]4)[CH2:18][C@@H:17]3[CH3:26])=[CH:12][N:11]=2)[C:7](=[O:8])[N:2]([CH3:1])[CH:3]=1. The yield is 0.660. (3) The reactants are B(F)(F)F.CCOCC.[C:10]([O:20][CH2:21][CH3:22])([O:17][CH2:18][CH3:19])([O:14][CH2:15][CH3:16])OCC.C([Li])CCC.[CH3:28][Si:29]([C:32]#[CH:33])([CH3:31])[CH3:30].F[B-](F)(F)F.C(O[C+](OCC)OCC)C.C(=O)([O-])[O-].[K+].[K+]. The catalyst is C(OCC)C. The product is [CH3:28][Si:29]([CH3:31])([CH3:30])[C:32]#[C:33][C:10]([O:14][CH2:15][CH3:16])([O:17][CH2:18][CH3:19])[O:20][CH2:21][CH3:22]. The yield is 1.00. (4) The reactants are F[C:2]1[C:11]([N+:12]([O-:14])=[O:13])=[CH:10][C:5]([C:6]([O:8][CH3:9])=[O:7])=[C:4]([O:15][CH3:16])[CH:3]=1.CCN(C(C)C)C(C)C.[CH3:26][O:27][C:28]1[CH:33]=[CH:32][C:31]([CH2:34][NH2:35])=[CH:30][CH:29]=1. The catalyst is CN(C)C=O.O. The product is [CH3:16][O:15][C:4]1[CH:3]=[C:2]([NH:35][CH2:34][C:31]2[CH:32]=[CH:33][C:28]([O:27][CH3:26])=[CH:29][CH:30]=2)[C:11]([N+:12]([O-:14])=[O:13])=[CH:10][C:5]=1[C:6]([O:8][CH3:9])=[O:7]. The yield is 0.750. (5) The reactants are [O:1]=[C:2]1[C@@H:8]([NH:9][C:10](=[O:25])[C@@H:11]([OH:24])[C@@H:12]([NH:16]C(OC(C)(C)C)=O)[CH:13]([CH3:15])[CH3:14])[CH2:7][CH2:6][CH2:5][CH2:4][NH:3]1.N[C@@H](C(C)C)[C@@H](O)C(N[C@H]1CCCCNC1=O)=O. No catalyst specified. The product is [NH2:16][C@@H:12]([CH:13]([CH3:15])[CH3:14])[C@H:11]([OH:24])[C:10]([NH:9][C@H:8]1[CH2:7][CH2:6][CH2:5][CH2:4][NH:3][C:2]1=[O:1])=[O:25]. The yield is 0.740. (6) The reactants are F[C:2]1[CH:3]=[N:4][C:5]2[C:10]([N:11]=1)=[C:9]([C:12]1[NH:20][C:19]3[CH2:18][CH2:17][NH:16][C:15](=[O:21])[C:14]=3[CH:13]=1)[CH:8]=[CH:7][CH:6]=2.[CH3:22][C:23]1([CH3:27])[CH2:26][CH2:25][NH:24]1. No catalyst specified. The product is [CH3:22][C:23]1([CH3:27])[CH2:26][CH2:25][N:24]1[C:2]1[CH:3]=[N:4][C:5]2[C:10]([N:11]=1)=[C:9]([C:12]1[NH:20][C:19]3[CH2:18][CH2:17][NH:16][C:15](=[O:21])[C:14]=3[CH:13]=1)[CH:8]=[CH:7][CH:6]=2. The yield is 0.590. (7) The reactants are Cl[CH2:2][CH2:3][CH2:4][CH2:5][CH:6]([C:14]1[NH:18][N:17]=[C:16]([NH:19][C:20]2[CH:25]=[C:24]([O:26][CH3:27])[C:23]([N:28]3[CH:32]=[C:31]([Cl:33])[N:30]=[CH:29]3)=[C:22]([F:34])[CH:21]=2)[N:15]=1)[C:7]1[CH:12]=[CH:11][C:10]([F:13])=[CH:9][CH:8]=1.C(=O)([O-])[O-].[K+].[K+].[I-].[K+]. The catalyst is CN(C=O)C. The product is [Cl:33][C:31]1[N:30]=[CH:29][N:28]([C:23]2[C:24]([O:26][CH3:27])=[CH:25][C:20]([NH:19][C:16]3[N:15]=[C:14]4[CH:6]([C:7]5[CH:12]=[CH:11][C:10]([F:13])=[CH:9][CH:8]=5)[CH2:5][CH2:4][CH2:3][CH2:2][N:18]4[N:17]=3)=[CH:21][C:22]=2[F:34])[CH:32]=1. The yield is 0.650. (8) The product is [CH3:1][O:2][C:3](=[O:22])[CH:4]([NH:12][C:13]([C:15]1[CH:16]=[N:17][C:18]([C:34]2[CH:35]=[CH:36][C:31]([O:30][CH2:23][C:24]3[CH:29]=[CH:28][CH:27]=[CH:26][CH:25]=3)=[CH:32][CH:33]=2)=[CH:19][CH:20]=1)=[O:14])[CH2:5][C:6]1[CH:11]=[CH:10][CH:9]=[CH:8][CH:7]=1. The catalyst is C1C=CC([P]([Pd]([P](C2C=CC=CC=2)(C2C=CC=CC=2)C2C=CC=CC=2)([P](C2C=CC=CC=2)(C2C=CC=CC=2)C2C=CC=CC=2)[P](C2C=CC=CC=2)(C2C=CC=CC=2)C2C=CC=CC=2)(C2C=CC=CC=2)C2C=CC=CC=2)=CC=1.COCCOC. The yield is 0.0400. The reactants are [CH3:1][O:2][C:3](=[O:22])[CH:4]([NH:12][C:13]([C:15]1[CH:16]=[N:17][C:18](Cl)=[CH:19][CH:20]=1)=[O:14])[CH2:5][C:6]1[CH:11]=[CH:10][CH:9]=[CH:8][CH:7]=1.[CH2:23]([O:30][C:31]1[CH:36]=[CH:35][C:34](B(O)O)=[CH:33][CH:32]=1)[C:24]1[CH:29]=[CH:28][CH:27]=[CH:26][CH:25]=1.C(=O)([O-])[O-].[Na+].[Na+]. (9) The reactants are C([O-])(=O)C.[NH4+:5].[NH2:6][C:7]1[NH:11][N:10]=[CH:9][C:8]=1[C:12]([O:14]CC)=O.C([O-])([O-])OC.[CH3:22]O. No catalyst specified. The product is [NH:11]1[C:7]2[N:6]=[CH:22][NH:5][C:12](=[O:14])[C:8]=2[CH:9]=[N:10]1. The yield is 0.880.